From a dataset of Full USPTO retrosynthesis dataset with 1.9M reactions from patents (1976-2016). Predict the reactants needed to synthesize the given product. (1) Given the product [O:33]=[C:28]1[CH:29]=[CH:30][CH:31]=[CH:32][N:27]1[C:2]1[CH:7]=[CH:6][C:5]([C:8]2([C:11]([N:13]3[CH2:17][CH2:16][C@@:15]4([C:21]5[CH:22]=[CH:23][CH:24]=[CH:25][C:20]=5[C:19](=[O:26])[O:18]4)[CH2:14]3)=[O:12])[CH2:10][CH2:9]2)=[CH:4][CH:3]=1, predict the reactants needed to synthesize it. The reactants are: Br[C:2]1[CH:7]=[CH:6][C:5]([C:8]2([C:11]([N:13]3[CH2:17][CH2:16][C@@:15]4([C:21]5[CH:22]=[CH:23][CH:24]=[CH:25][C:20]=5[C:19](=[O:26])[O:18]4)[CH2:14]3)=[O:12])[CH2:10][CH2:9]2)=[CH:4][CH:3]=1.[NH:27]1[CH:32]=[CH:31][CH:30]=[CH:29][C:28]1=[O:33].O1CCOCC1.CN[C@H]1CCCC[C@@H]1NC.C(=O)([O-])[O-].[K+].[K+]. (2) The reactants are: [CH3:1][C:2]1[CH:10]=[CH:9][C:8]2[N:7]([CH2:11][CH2:12][C:13]3[CH:18]=[CH:17][CH:16]=[CH:15][CH:14]=3)[C:6]3[CH2:19][CH2:20][N:21](C(OCC(Cl)(Cl)Cl)=O)[CH2:22][C:5]=3[C:4]=2[CH:3]=1.C([O-])(O)=O.[Na+]. Given the product [CH3:1][C:2]1[CH:10]=[CH:9][C:8]2[N:7]([CH2:11][CH2:12][C:13]3[CH:18]=[CH:17][CH:16]=[CH:15][CH:14]=3)[C:6]3[CH2:19][CH2:20][NH:21][CH2:22][C:5]=3[C:4]=2[CH:3]=1, predict the reactants needed to synthesize it.